This data is from Catalyst prediction with 721,799 reactions and 888 catalyst types from USPTO. The task is: Predict which catalyst facilitates the given reaction. Product: [CH3:6][N:8]1[CH2:13][CH2:12][N:11]([CH:14]2[C:23]3[CH:22]=[C:21]([O:24][CH2:25][C:26]4[CH:31]=[CH:30][C:29]([N:32]5[CH2:33][CH2:34][O:35][CH2:36][CH2:37]5)=[CH:28][CH:27]=4)[CH:20]=[CH:19][C:18]=3[CH2:17][CH2:16][CH2:15]2)[CH2:10][CH2:9]1. Reactant: C(O[C:6]([N:8]1[CH2:13][CH2:12][N:11]([CH:14]2[C:23]3[C:18](=[CH:19][CH:20]=[C:21]([O:24][CH2:25][C:26]4[CH:31]=[CH:30][C:29]([N:32]5[CH2:37][CH2:36][O:35][CH2:34][CH2:33]5)=[CH:28][CH:27]=4)[CH:22]=3)[CH2:17][CH2:16][CH2:15]2)[CH2:10][CH2:9]1)=O)(C)(C)C.[H-].[Al+3].[Li+].[H-].[H-].[H-]. The catalyst class is: 7.